From a dataset of Full USPTO retrosynthesis dataset with 1.9M reactions from patents (1976-2016). Predict the reactants needed to synthesize the given product. Given the product [F:11][C:12]1[CH:27]=[CH:26][C:15]2[CH2:16][C:17]3[CH:24]=[CH:23][CH:22]=[CH:21][C:18]=3[CH:19]=[CH:20][C:14]=2[CH:13]=1, predict the reactants needed to synthesize it. The reactants are: [H-].[H-].[H-].[H-].[Li+].[Al+3].[Al+3].[Cl-].[Cl-].[Cl-].[F:11][C:12]1[CH:27]=[CH:26][C:15]2[C:16](=O)[C:17]3[CH:24]=[CH:23][CH:22]=[CH:21][C:18]=3[CH:19]=[CH:20][C:14]=2[CH:13]=1.O.